Task: Predict the reaction yield, written as a fraction of the theoretical maximum amount of product (1.0 means a 100% yield; for example, 0.34 means a 34% yield).. Dataset: Reaction yield outcomes from USPTO patents with 853,638 reactions The reactants are [CH3:1][C:2]1[CH:7]=[CH:6][C:5]([C:8]2[N:13]=[C:12]3[CH:14]=[N:15][NH:16][C:11]3=[CH:10][C:9]=2[C:17]2[CH:24]=[CH:23][C:20]([C:21]#[N:22])=[CH:19][CH:18]=2)=[CH:4][CH:3]=1.Br[CH:26]1[CH2:31][CH2:30][N:29]([C:32]([O:34][C:35]([CH3:38])([CH3:37])[CH3:36])=[O:33])[CH2:28][CH2:27]1.C([O-])([O-])=O.[Cs+].[Cs+]. The catalyst is CN(C=O)C.CCOC(C)=O.O. The product is [C:21]([C:20]1[CH:23]=[CH:24][C:17]([C:9]2[CH:10]=[C:11]3[N:16]([CH:26]4[CH2:31][CH2:30][N:29]([C:32]([O:34][C:35]([CH3:38])([CH3:37])[CH3:36])=[O:33])[CH2:28][CH2:27]4)[N:15]=[CH:14][C:12]3=[N:13][C:8]=2[C:5]2[CH:4]=[CH:3][C:2]([CH3:1])=[CH:7][CH:6]=2)=[CH:18][CH:19]=1)#[N:22]. The yield is 0.380.